Dataset: Reaction yield outcomes from USPTO patents with 853,638 reactions. Task: Predict the reaction yield, written as a fraction of the theoretical maximum amount of product (1.0 means a 100% yield; for example, 0.34 means a 34% yield). (1) The reactants are [NH2:1][C:2]1[C:11](Cl)=[N:10][CH:9]=[CH:8][C:3]=1[C:4]([O:6][CH3:7])=[O:5].[C:13]1([C:19]#[CH:20])[CH:18]=[CH:17][CH:16]=[CH:15][CH:14]=1. The catalyst is CN(C=O)C.Cl[Pd](Cl)([P](C1C=CC=CC=1)(C1C=CC=CC=1)C1C=CC=CC=1)[P](C1C=CC=CC=1)(C1C=CC=CC=1)C1C=CC=CC=1.[Cu]I. The product is [NH2:1][C:2]1[C:11]([C:20]#[C:19][C:13]2[CH:18]=[CH:17][CH:16]=[CH:15][CH:14]=2)=[N:10][CH:9]=[CH:8][C:3]=1[C:4]([O:6][CH3:7])=[O:5]. The yield is 0.770. (2) The reactants are [C:1]([O:5][C:6](=[O:21])[CH2:7][C:8](=O)[C@H:9]([NH:12][C:13]([O:15][C:16]([CH3:19])([CH3:18])[CH3:17])=[O:14])[CH2:10][CH3:11])([CH3:4])([CH3:3])[CH3:2].[NH3:22].[C:23]([O-])(=O)[CH3:24].[NH4+].ClCC=O. No catalyst specified. The product is [C:16]([O:15][C:13]([NH:12][C@@H:9]([C:8]1[NH:22][CH:23]=[CH:24][C:7]=1[C:6]([O:5][C:1]([CH3:4])([CH3:3])[CH3:2])=[O:21])[CH2:10][CH3:11])=[O:14])([CH3:19])([CH3:18])[CH3:17]. The yield is 0.574. (3) The yield is 0.159. The reactants are [CH2:1]([O:3][P:4]([C:9]1[S:10][C:11]([C:14](=O)[CH3:15])=[CH:12][CH:13]=1)(=[O:8])[O:5][CH2:6][CH3:7])[CH3:2].[NH2:17][C:18]([NH2:20])=[S:19]. The catalyst is CCO.CCOC(C)=O. The product is [CH2:1]([O:3][P:4]([C:9]1[S:10][C:11]([C:14]2[S:19][C:18]([NH2:20])=[N:17][CH:15]=2)=[CH:12][CH:13]=1)(=[O:8])[O:5][CH2:6][CH3:7])[CH3:2].